Dataset: Peptide-MHC class I binding affinity with 185,985 pairs from IEDB/IMGT. Task: Regression. Given a peptide amino acid sequence and an MHC pseudo amino acid sequence, predict their binding affinity value. This is MHC class I binding data. (1) The peptide sequence is CMKTFFGWK. The MHC is HLA-A03:01 with pseudo-sequence HLA-A03:01. The binding affinity (normalized) is 0.669. (2) The peptide sequence is LVSDCASTI. The MHC is HLA-A02:06 with pseudo-sequence HLA-A02:06. The binding affinity (normalized) is 0.620. (3) The binding affinity (normalized) is 0.493. The MHC is HLA-C03:03 with pseudo-sequence HLA-C03:03. The peptide sequence is MTFPVSLEY. (4) The peptide sequence is VIPFDDIVRT. The MHC is HLA-A02:02 with pseudo-sequence HLA-A02:02. The binding affinity (normalized) is 0. (5) The peptide sequence is GTIAGGVCYY. The MHC is HLA-A03:01 with pseudo-sequence HLA-A03:01. The binding affinity (normalized) is 0.501. (6) The peptide sequence is DNAFNCTFEY. The MHC is HLA-A01:01 with pseudo-sequence HLA-A01:01. The binding affinity (normalized) is 0.228. (7) The peptide sequence is APTGGVVKI. The MHC is HLA-B53:01 with pseudo-sequence HLA-B53:01. The binding affinity (normalized) is 0.144. (8) The peptide sequence is LLLQKYPPP. The MHC is HLA-A03:01 with pseudo-sequence HLA-A03:01. The binding affinity (normalized) is 0.